Dataset: NCI-60 drug combinations with 297,098 pairs across 59 cell lines. Task: Regression. Given two drug SMILES strings and cell line genomic features, predict the synergy score measuring deviation from expected non-interaction effect. (1) Drug 1: COC1=CC(=CC(=C1O)OC)C2C3C(COC3=O)C(C4=CC5=C(C=C24)OCO5)OC6C(C(C7C(O6)COC(O7)C8=CC=CS8)O)O. Drug 2: CCCS(=O)(=O)NC1=C(C(=C(C=C1)F)C(=O)C2=CNC3=C2C=C(C=N3)C4=CC=C(C=C4)Cl)F. Cell line: SK-MEL-28. Synergy scores: CSS=36.0, Synergy_ZIP=-2.78, Synergy_Bliss=-1.42, Synergy_Loewe=-8.70, Synergy_HSA=0.922. (2) Drug 1: CC12CCC3C(C1CCC2=O)CC(=C)C4=CC(=O)C=CC34C. Drug 2: CC(C)(C#N)C1=CC(=CC(=C1)CN2C=NC=N2)C(C)(C)C#N. Cell line: UACC62. Synergy scores: CSS=37.8, Synergy_ZIP=0.474, Synergy_Bliss=0.965, Synergy_Loewe=1.45, Synergy_HSA=1.23. (3) Drug 1: C1C(C(OC1N2C=NC3=C2NC=NCC3O)CO)O. Drug 2: CC1C(C(CC(O1)OC2CC(CC3=C2C(=C4C(=C3O)C(=O)C5=C(C4=O)C(=CC=C5)OC)O)(C(=O)CO)O)N)O.Cl. Cell line: 786-0. Synergy scores: CSS=43.6, Synergy_ZIP=2.18, Synergy_Bliss=0.00122, Synergy_Loewe=-32.0, Synergy_HSA=-1.03. (4) Drug 1: COCCOC1=C(C=C2C(=C1)C(=NC=N2)NC3=CC=CC(=C3)C#C)OCCOC. Drug 2: CC1CCC2CC(C(=CC=CC=CC(CC(C(=O)C(C(C(=CC(C(=O)CC(OC(=O)C3CCCCN3C(=O)C(=O)C1(O2)O)C(C)CC4CCC(C(C4)OC)OP(=O)(C)C)C)C)O)OC)C)C)C)OC. Cell line: NCIH23. Synergy scores: CSS=59.5, Synergy_ZIP=5.26, Synergy_Bliss=6.16, Synergy_Loewe=12.1, Synergy_HSA=13.5.